Task: Predict the reaction yield, written as a fraction of the theoretical maximum amount of product (1.0 means a 100% yield; for example, 0.34 means a 34% yield).. Dataset: Reaction yield outcomes from USPTO patents with 853,638 reactions (1) The catalyst is C1COCC1. The product is [C:51]([O:50][C:48]([N:45]1[CH2:46][CH2:47][CH:42]([O:20][C:19]2[CH:18]=[CH:17][C:16]([Cl:21])=[CH:15][C:14]=2[C:12](=[O:13])[NH:11][C:3]2[CH:2]=[CH:1][C:6]([N+:7]([O-:9])=[O:8])=[CH:5][C:4]=2[Cl:10])[CH2:43][CH2:44]1)=[O:49])([CH3:54])([CH3:52])[CH3:53]. The reactants are [CH:1]1[C:6]([N+:7]([O-:9])=[O:8])=[CH:5][C:4]([Cl:10])=[C:3]([NH:11][C:12]([C:14]2[CH:15]=[C:16]([Cl:21])[CH:17]=[CH:18][C:19]=2[OH:20])=[O:13])[CH:2]=1.C1C=CC(P(C2C=CC=CC=2)C2C=CC=CC=2)=CC=1.O[CH:42]1[CH2:47][CH2:46][N:45]([C:48]([O:50][C:51]([CH3:54])([CH3:53])[CH3:52])=[O:49])[CH2:44][CH2:43]1.CC(OC(/N=N/C(OC(C)C)=O)=O)C. The yield is 0.580. (2) The reactants are CCN(C(C)C)C(C)C.Cl.[NH2:11][C@@H:12]([CH:20]([CH3:22])[CH3:21])[C:13]([O:15][C:16]([CH3:19])([CH3:18])[CH3:17])=[O:14].Cl[C:24]([O:26][CH3:27])=[O:25]. The catalyst is C1COCC1. The product is [CH3:27][O:26][C:24]([NH:11][C@@H:12]([CH:20]([CH3:22])[CH3:21])[C:13]([O:15][C:16]([CH3:17])([CH3:19])[CH3:18])=[O:14])=[O:25]. The yield is 0.990.